This data is from Full USPTO retrosynthesis dataset with 1.9M reactions from patents (1976-2016). The task is: Predict the reactants needed to synthesize the given product. (1) Given the product [CH3:12][O:11][C:7]1[CH:6]=[C:5]([C:3]2[NH:15][CH:13]=[N:21][CH:2]=2)[CH:10]=[CH:9][CH:8]=1, predict the reactants needed to synthesize it. The reactants are: Br[CH2:2][C:3]([C:5]1[CH:10]=[CH:9][CH:8]=[C:7]([O:11][CH3:12])[CH:6]=1)=O.[CH:13]([NH2:15])=O.C(Cl)Cl.CO.[NH4+:21].[OH-]. (2) Given the product [Br:10][C:11]1[CH:20]=[CH:19][C:14]([CH:15]2[O:18][CH2:2][CH2:1][N:3]([CH2:4][CH3:5])[CH2:16]2)=[CH:13][CH:12]=1, predict the reactants needed to synthesize it. The reactants are: [CH2:1]([NH:3][CH:4](O)[CH3:5])[CH3:2].C(O)=O.[Br:10][C:11]1[CH:20]=[CH:19][C:14]([C:15](=[O:18])[CH2:16]Br)=[CH:13][CH:12]=1.C(OCC)(=O)C.